This data is from NCI-60 drug combinations with 297,098 pairs across 59 cell lines. The task is: Regression. Given two drug SMILES strings and cell line genomic features, predict the synergy score measuring deviation from expected non-interaction effect. (1) Drug 1: C1=NC(=NC(=O)N1C2C(C(C(O2)CO)O)O)N. Drug 2: C1=NNC2=C1C(=O)NC=N2. Cell line: A549. Synergy scores: CSS=19.1, Synergy_ZIP=-6.97, Synergy_Bliss=-4.08, Synergy_Loewe=-30.5, Synergy_HSA=-4.38. (2) Drug 2: C1CC(=O)NC(=O)C1N2C(=O)C3=CC=CC=C3C2=O. Synergy scores: CSS=29.0, Synergy_ZIP=-7.03, Synergy_Bliss=0.553, Synergy_Loewe=-67.3, Synergy_HSA=0.301. Drug 1: CC1CCC2CC(C(=CC=CC=CC(CC(C(=O)C(C(C(=CC(C(=O)CC(OC(=O)C3CCCCN3C(=O)C(=O)C1(O2)O)C(C)CC4CCC(C(C4)OC)O)C)C)O)OC)C)C)C)OC. Cell line: MCF7.